From a dataset of Catalyst prediction with 721,799 reactions and 888 catalyst types from USPTO. Predict which catalyst facilitates the given reaction. (1) Reactant: C([O:4][C:5]1[CH:6]=[C:7]2[C:12](=[CH:13][C:14]=1[O:15][CH3:16])[N:11]=[CH:10][N:9]=[C:8]2[NH:17][C:18]1[CH:23]=[CH:22][C:21]([F:24])=[C:20]([Cl:25])[CH:19]=1)(=O)C.[OH-].[Na+].Cl. Product: [Cl:25][C:20]1[CH:19]=[C:18]([NH:17][C:8]2[C:7]3[C:12](=[CH:13][C:14]([O:15][CH3:16])=[C:5]([OH:4])[CH:6]=3)[N:11]=[CH:10][N:9]=2)[CH:23]=[CH:22][C:21]=1[F:24]. The catalyst class is: 5. (2) Reactant: CS(C)=O.[H-].[Na+].[I-].[CH3:8][S+](C)C.[Cl:12][C:13]1[CH:18]=[C:17]([Cl:19])[CH:16]=[CH:15][C:14]=1[C:20](=[O:22])[CH3:21]. Product: [Cl:12][C:13]1[CH:18]=[C:17]([Cl:19])[CH:16]=[CH:15][C:14]=1[C:20]1([CH3:8])[CH2:21][O:22]1. The catalyst class is: 1.